Dataset: NCI-60 drug combinations with 297,098 pairs across 59 cell lines. Task: Regression. Given two drug SMILES strings and cell line genomic features, predict the synergy score measuring deviation from expected non-interaction effect. (1) Drug 1: C1=CC(=C2C(=C1NCCNCCO)C(=O)C3=C(C=CC(=C3C2=O)O)O)NCCNCCO. Drug 2: CC12CCC3C(C1CCC2OP(=O)(O)O)CCC4=C3C=CC(=C4)OC(=O)N(CCCl)CCCl.[Na+]. Cell line: OVCAR-8. Synergy scores: CSS=28.3, Synergy_ZIP=-2.63, Synergy_Bliss=-5.03, Synergy_Loewe=-26.9, Synergy_HSA=-4.35. (2) Drug 1: C1CC(=O)NC(=O)C1N2CC3=C(C2=O)C=CC=C3N. Drug 2: CCC1=CC2CC(C3=C(CN(C2)C1)C4=CC=CC=C4N3)(C5=C(C=C6C(=C5)C78CCN9C7C(C=CC9)(C(C(C8N6C)(C(=O)OC)O)OC(=O)C)CC)OC)C(=O)OC.C(C(C(=O)O)O)(C(=O)O)O. Cell line: SN12C. Synergy scores: CSS=11.3, Synergy_ZIP=-0.630, Synergy_Bliss=-2.69, Synergy_Loewe=0.477, Synergy_HSA=0.954. (3) Drug 1: C1CCN(CC1)CCOC2=CC=C(C=C2)C(=O)C3=C(SC4=C3C=CC(=C4)O)C5=CC=C(C=C5)O. Drug 2: CC(C)(C#N)C1=CC(=CC(=C1)CN2C=NC=N2)C(C)(C)C#N. Cell line: NCI-H460. Synergy scores: CSS=-8.10, Synergy_ZIP=7.25, Synergy_Bliss=5.56, Synergy_Loewe=-4.67, Synergy_HSA=-4.93. (4) Drug 1: CC1=C2C(C(=O)C3(C(CC4C(C3C(C(C2(C)C)(CC1OC(=O)C(C(C5=CC=CC=C5)NC(=O)OC(C)(C)C)O)O)OC(=O)C6=CC=CC=C6)(CO4)OC(=O)C)OC)C)OC. Drug 2: CCCS(=O)(=O)NC1=C(C(=C(C=C1)F)C(=O)C2=CNC3=C2C=C(C=N3)C4=CC=C(C=C4)Cl)F. Cell line: SK-MEL-28. Synergy scores: CSS=45.5, Synergy_ZIP=-3.49, Synergy_Bliss=-3.57, Synergy_Loewe=0.207, Synergy_HSA=2.25. (5) Drug 1: CC1=C(C=C(C=C1)NC2=NC=CC(=N2)N(C)C3=CC4=NN(C(=C4C=C3)C)C)S(=O)(=O)N.Cl. Drug 2: C1=NC(=NC(=O)N1C2C(C(C(O2)CO)O)O)N. Cell line: SNB-19. Synergy scores: CSS=2.79, Synergy_ZIP=0.131, Synergy_Bliss=2.91, Synergy_Loewe=-1.56, Synergy_HSA=1.31. (6) Drug 1: COC1=CC(=CC(=C1O)OC)C2C3C(COC3=O)C(C4=CC5=C(C=C24)OCO5)OC6C(C(C7C(O6)COC(O7)C8=CC=CS8)O)O. Drug 2: C1=C(C(=O)NC(=O)N1)N(CCCl)CCCl. Cell line: LOX IMVI. Synergy scores: CSS=56.2, Synergy_ZIP=-3.10, Synergy_Bliss=-1.82, Synergy_Loewe=3.37, Synergy_HSA=5.48. (7) Drug 1: C1C(C(OC1N2C=C(C(=O)NC2=O)F)CO)O. Drug 2: CC1C(C(CC(O1)OC2CC(OC(C2O)C)OC3=CC4=CC5=C(C(=O)C(C(C5)C(C(=O)C(C(C)O)O)OC)OC6CC(C(C(O6)C)O)OC7CC(C(C(O7)C)O)OC8CC(C(C(O8)C)O)(C)O)C(=C4C(=C3C)O)O)O)O. Cell line: NCI-H226. Synergy scores: CSS=36.9, Synergy_ZIP=0.794, Synergy_Bliss=0.604, Synergy_Loewe=-2.29, Synergy_HSA=-0.318. (8) Drug 1: C1CN1P(=S)(N2CC2)N3CC3. Drug 2: CCC1=C2CN3C(=CC4=C(C3=O)COC(=O)C4(CC)O)C2=NC5=C1C=C(C=C5)O. Cell line: HS 578T. Synergy scores: CSS=23.2, Synergy_ZIP=-7.16, Synergy_Bliss=4.29, Synergy_Loewe=-1.54, Synergy_HSA=5.34. (9) Drug 1: C#CCC(CC1=CN=C2C(=N1)C(=NC(=N2)N)N)C3=CC=C(C=C3)C(=O)NC(CCC(=O)O)C(=O)O. Drug 2: COC1=C2C(=CC3=C1OC=C3)C=CC(=O)O2. Cell line: SK-MEL-28. Synergy scores: CSS=-8.62, Synergy_ZIP=4.83, Synergy_Bliss=2.75, Synergy_Loewe=-5.58, Synergy_HSA=-4.96.